Dataset: Catalyst prediction with 721,799 reactions and 888 catalyst types from USPTO. Task: Predict which catalyst facilitates the given reaction. (1) Reactant: [NH2:1][CH2:2][CH:3]1[CH2:8][CH2:7][C:6]([N:15]([CH3:17])[CH3:16])([C:9]2[CH:14]=[CH:13][CH:12]=[CH:11][CH:10]=2)[CH2:5][CH2:4]1.C1([O:24][C:25](=O)[NH:26][CH:27]([CH3:38])[CH2:28][C:29]2[C:37]3[C:32](=[CH:33][CH:34]=[CH:35][CH:36]=3)[NH:31][CH:30]=2)C=CC=CC=1. Product: [CH3:16][N:15]([CH3:17])[C:6]1([C:9]2[CH:10]=[CH:11][CH:12]=[CH:13][CH:14]=2)[CH2:5][CH2:4][CH:3]([CH2:2][NH:1][C:25]([NH:26][CH:27]([CH3:38])[CH2:28][C:29]2[C:37]3[C:32](=[CH:33][CH:34]=[CH:35][CH:36]=3)[NH:31][CH:30]=2)=[O:24])[CH2:8][CH2:7]1. The catalyst class is: 12. (2) Reactant: [CH2:1]([OH:13])[CH2:2][O:3][CH2:4][CH2:5][O:6][CH2:7][CH2:8][O:9][CH2:10][CH2:11][OH:12].CCN(C(C)C)C(C)C.[C:23]1([C:29](C2C=CC=CC=2)(C2C=CC=CC=2)Cl)[CH:28]=CC=C[CH:24]=1. Product: [C:23]([O:12][CH2:11][CH2:10][O:9][CH2:8][CH2:7][O:6][CH2:5][CH2:4][O:3][CH2:2][CH2:1][OH:13])([CH3:29])([CH3:28])[CH3:24]. The catalyst class is: 4.